From a dataset of Reaction yield outcomes from USPTO patents with 853,638 reactions. Predict the reaction yield, written as a fraction of the theoretical maximum amount of product (1.0 means a 100% yield; for example, 0.34 means a 34% yield). (1) The reactants are [N:1]1[CH:6]=[CH:5][CH:4]=[C:3]([N:7]2[C:15]3[C:10](=[CH:11][C:12]([NH2:16])=[CH:13][CH:14]=3)[CH:9]=[CH:8]2)[CH:2]=1.I.[S:18]1[CH:22]=[CH:21][CH:20]=[C:19]1[C:23](SC)=[NH:24].N. The catalyst is CCO.CO.C(Cl)Cl. The product is [N:1]1[CH:6]=[CH:5][CH:4]=[C:3]([N:7]2[C:15]3[C:10](=[CH:11][C:12]([NH:16][C:23]([C:19]4[S:18][CH:22]=[CH:21][CH:20]=4)=[NH:24])=[CH:13][CH:14]=3)[CH:9]=[CH:8]2)[CH:2]=1. The yield is 0.500. (2) The reactants are Br[C:2]1[CH:3]=[CH:4][C:5]2[O:14][CH2:13][CH2:12][C:11]3[S:10][C:9]([C:15]4[N:16]([CH:20]([CH3:22])[CH3:21])[N:17]=[CH:18][N:19]=4)=[N:8][C:7]=3[C:6]=2[CH:23]=1.[CH:24]([O:27][C:28]1[C:33](B2OC(C)(C)C(C)(C)O2)=[CH:32][CH:31]=[CH:30][N:29]=1)([CH3:26])[CH3:25]. No catalyst specified. The product is [CH:24]([O:27][C:28]1[C:33]([C:2]2[CH:3]=[CH:4][C:5]3[O:14][CH2:13][CH2:12][C:11]4[S:10][C:9]([C:15]5[N:16]([CH:20]([CH3:22])[CH3:21])[N:17]=[CH:18][N:19]=5)=[N:8][C:7]=4[C:6]=3[CH:23]=2)=[CH:32][CH:31]=[CH:30][N:29]=1)([CH3:26])[CH3:25]. The yield is 0.590. (3) The reactants are [C:1](Cl)(=[O:8])[C:2]1[CH:7]=[CH:6][CH:5]=[CH:4][CH:3]=1.[NH2:10][C:11]1[CH:16]=[C:15]([CH2:17][C:18]([C:20]2[CH:25]=[CH:24][C:23]([O:26][CH3:27])=[CH:22][CH:21]=2)=[O:19])[CH:14]=[CH:13][N:12]=1.O. The catalyst is CN(C)C1C=CN=CC=1.CN(C)C(=O)C. The product is [C:1]([NH:10][C:11]1[CH:16]=[C:15]([CH2:17][C:18]([C:20]2[CH:25]=[CH:24][C:23]([O:26][CH3:27])=[CH:22][CH:21]=2)=[O:19])[CH:14]=[CH:13][N:12]=1)(=[O:8])[C:2]1[CH:7]=[CH:6][CH:5]=[CH:4][CH:3]=1. The yield is 0.570. (4) The reactants are C(O[BH-](OC(=O)C)OC(=O)C)(=O)C.[Na+].[Cl:15][C:16]1[CH:17]=[C:18]([CH:39]=[CH:40][C:41]=1[F:42])[NH:19][C:20]1[C:29]2[C:24](=[CH:25][C:26]([O:37][CH3:38])=[CH:27][C:28]=2[O:30][CH:31]2[CH2:36][CH2:35][NH:34][CH2:33][CH2:32]2)[N:23]=[CH:22][N:21]=1.[CH:43](=O)[CH2:44][CH3:45].C(O)(=O)C. The catalyst is ClCCCl.O.C(=O)([O-])[O-].[K+].[K+].CO.C(OCC)C. The product is [Cl:15][C:16]1[CH:17]=[C:18]([CH:39]=[CH:40][C:41]=1[F:42])[NH:19][C:20]1[C:29]2[C:24](=[CH:25][C:26]([O:37][CH3:38])=[CH:27][C:28]=2[O:30][CH:31]2[CH2:32][CH2:33][N:34]([CH2:43][CH2:44][CH3:45])[CH2:35][CH2:36]2)[N:23]=[CH:22][N:21]=1. The yield is 1.00. (5) The reactants are [Br:1]N1C(C)(C)C(=O)N(Br)C1=O.[CH3:12][C:13]1[C:21]([N+:22]([O-:24])=[O:23])=[CH:20][CH:19]=[CH:18][C:14]=1[C:15]([OH:17])=[O:16]. The catalyst is OS(O)(=O)=O. The product is [Br:1][C:19]1[CH:20]=[C:21]([N+:22]([O-:24])=[O:23])[C:13]([CH3:12])=[C:14]([CH:18]=1)[C:15]([OH:17])=[O:16]. The yield is 0.982.